From a dataset of Forward reaction prediction with 1.9M reactions from USPTO patents (1976-2016). Predict the product of the given reaction. Given the reactants [C:1]([O:10]C)(=O)[C:2]1[C:3](=[CH:5][CH:6]=[CH:7][CH:8]=1)[SH:4].[C:12]([C:14]1[CH:19]=[CH:18][CH:17]=[C:16]([N:20]2[CH2:25][CH2:24][CH2:23][CH2:22][CH2:21]2)[N:15]=1)#[N:13].C(N(CC)CC)C, predict the reaction product. The product is: [N:20]1([C:16]2[N:15]=[C:14]([C:12]3[S:4][C:3]4[CH:5]=[CH:6][CH:7]=[CH:8][C:2]=4[C:1](=[O:10])[N:13]=3)[CH:19]=[CH:18][CH:17]=2)[CH2:21][CH2:22][CH2:23][CH2:24][CH2:25]1.